From a dataset of Reaction yield outcomes from USPTO patents with 853,638 reactions. Predict the reaction yield, written as a fraction of the theoretical maximum amount of product (1.0 means a 100% yield; for example, 0.34 means a 34% yield). (1) The reactants are [C:1]([O:5][C:6]([N:8]1[C@@H:12]([C:13](=[O:15])[CH3:14])[CH2:11][O:10][C:9]1([CH3:17])[CH3:16])=[O:7])([CH3:4])([CH3:3])[CH3:2].[CH2:18]([Mg]Cl)[C:19]1[CH:24]=[CH:23][CH:22]=[CH:21][CH:20]=1. The catalyst is C1COCC1. The product is [C:1]([O:5][C:6]([N:8]1[C@@H:12]([C:13]([OH:15])([CH3:14])[CH2:18][C:19]2[CH:24]=[CH:23][CH:22]=[CH:21][CH:20]=2)[CH2:11][O:10][C:9]1([CH3:16])[CH3:17])=[O:7])([CH3:4])([CH3:3])[CH3:2]. The yield is 0.890. (2) The catalyst is C1COCC1. The reactants are [CH2:1]([O:8][C:9]([NH:11][CH:12]1[C:20]2[C:15](=[CH:16][C:17]([CH2:21][N:22]3[CH:26]=[C:25]([C:27](OCC)=[O:28])[C:24]([C:32]([F:35])([F:34])[F:33])=[N:23]3)=[CH:18][CH:19]=2)[CH2:14][CH2:13]1)=[O:10])[C:2]1[CH:7]=[CH:6][CH:5]=[CH:4][CH:3]=1.[H-].[Al+3].[Li+].[H-].[H-].[H-]. The product is [OH:28][CH2:27][C:25]1[C:24]([C:32]([F:34])([F:35])[F:33])=[N:23][N:22]([CH2:21][C:17]2[CH:16]=[C:15]3[C:20](=[CH:19][CH:18]=2)[CH:12]([NH:11][C:9](=[O:10])[O:8][CH2:1][C:2]2[CH:7]=[CH:6][CH:5]=[CH:4][CH:3]=2)[CH2:13][CH2:14]3)[CH:26]=1. The yield is 0.741. (3) The reactants are [S:1](=[O:5])(=[O:4])([OH:3])[OH:2].[CH3:6][N:7]([C:9]([N:12]([CH3:14])[CH3:13])(Cl)[Cl:10])[CH3:8]. The catalyst is O. The product is [S:1]([O-:5])([OH:4])(=[O:3])=[O:2].[CH3:6][N:7]([C+:9]([N:12]([CH3:14])[CH3:13])[Cl:10])[CH3:8]. The yield is 1.00. (4) The reactants are [C:1]([C:3]1[CH:4]=[N:5][CH:6]=[C:7]([CH:20]=1)[C:8]([N:10]=[S@@:11]([CH3:19])(=[O:18])[C:12]1[CH:17]=[CH:16][CH:15]=[CH:14][CH:13]=1)=[O:9])#[CH:2].C([C:23]1[CH:28]=[CH:27][CH:26]=[CH:25][C:24]=1[OH:29])#C. No catalyst specified. The product is [OH:29][C:24]1[CH:25]=[CH:26][CH:27]=[CH:28][C:23]=1[C:2]#[C:1][C:3]1[CH:4]=[N:5][CH:6]=[C:7]([CH:20]=1)[C:8]([N:10]=[S@@:11]([CH3:19])(=[O:18])[C:12]1[CH:13]=[CH:14][CH:15]=[CH:16][CH:17]=1)=[O:9]. The yield is 0.0700. (5) The reactants are [NH2:1][C:2]1[CH:7]=[CH:6][CH:5]=[CH:4][C:3]=1[CH2:8][CH2:9][NH:10][CH:11]1[CH2:16][CH2:15][N:14]([CH2:17][C:18]2[CH:23]=[CH:22][CH:21]=[CH:20][CH:19]=2)[CH2:13][CH2:12]1.[C:24](C1NC=CN=1)(C1NC=CN=1)=[O:25]. The catalyst is O1CCCC1. The product is [CH2:17]([N:14]1[CH2:13][CH2:12][CH:11]([N:10]2[CH2:9][CH2:8][C:3]3[CH:4]=[CH:5][CH:6]=[CH:7][C:2]=3[NH:1][C:24]2=[O:25])[CH2:16][CH2:15]1)[C:18]1[CH:19]=[CH:20][CH:21]=[CH:22][CH:23]=1. The yield is 0.210. (6) The yield is 0.770. The catalyst is CO.CCOC(C)=O. The reactants are [CH:1]12[CH2:8][NH:7][CH2:6][CH:5]1[CH2:4][N:3]([C:9]1[CH:21]=[CH:20][C:19]3[C:18]4[C:13](=[CH:14][CH:15]=[CH:16][CH:17]=4)[C:12](=[O:22])[C:11]=3[CH:10]=1)[CH2:2]2.[C:23]1([CH3:33])[CH:28]=[CH:27][C:26]([S:29]([OH:32])(=[O:31])=[O:30])=[CH:25][CH:24]=1. The product is [C:23]1([CH3:33])[CH:24]=[CH:25][C:26]([S:29]([OH:32])(=[O:30])=[O:31])=[CH:27][CH:28]=1.[CH:5]12[CH2:6][NH:7][CH2:8][CH:1]1[CH2:2][N:3]([C:9]1[CH:21]=[CH:20][C:19]3[C:18]4[C:13](=[CH:14][CH:15]=[CH:16][CH:17]=4)[C:12](=[O:22])[C:11]=3[CH:10]=1)[CH2:4]2. (7) The reactants are [Cl:1][C:2]1[CH:7]=[CH:6][C:5]([C@@H:8]2[C@@:10]3([C:18]4[C:13](=[CH:14][CH:15]=[CH:16][CH:17]=4)[N:12]([C:19]4[CH:20]=[C:21]([CH:25]=[CH:26][CH:27]=4)[C:22](O)=[O:23])[C:11]3=[O:28])[CH2:9]2)=[CH:4][CH:3]=1.F[B-](F)(F)F.N1(OC(N(C)C)=[N+](C)C)C2C=CC=CC=2N=N1.C(N(CC)C(C)C)(C)C.[NH:60]1[CH2:65][CH2:64][O:63][CH2:62][CH2:61]1. The catalyst is CN(C=O)C. The product is [Cl:1][C:2]1[CH:7]=[CH:6][C:5]([C@@H:8]2[C@@:10]3([C:18]4[C:13](=[CH:14][CH:15]=[CH:16][CH:17]=4)[N:12]([C:19]4[CH:27]=[CH:26][CH:25]=[C:21]([C:22]([N:60]5[CH2:65][CH2:64][O:63][CH2:62][CH2:61]5)=[O:23])[CH:20]=4)[C:11]3=[O:28])[CH2:9]2)=[CH:4][CH:3]=1. The yield is 0.600.